Task: Predict the reaction yield, written as a fraction of the theoretical maximum amount of product (1.0 means a 100% yield; for example, 0.34 means a 34% yield).. Dataset: Reaction yield outcomes from USPTO patents with 853,638 reactions (1) The reactants are [I:1]N1C(=O)CCC1=O.[NH2:9][C:10]1[N:15]=[C:14]([C:16]2[N:20]([CH2:21][O:22][CH2:23][CH2:24][Si:25]([CH3:28])([CH3:27])[CH3:26])[C:19]([C:29]3[CH:34]=[C:33]([Cl:35])[CH:32]=[CH:31][C:30]=3[CH3:36])=[C:18]([C:37]([O:39][CH2:40][CH3:41])=[O:38])[CH:17]=2)[CH:13]=[CH:12][N:11]=1. The yield is 0.790. The catalyst is CN(C=O)C. The product is [NH2:9][C:10]1[N:15]=[C:14]([C:16]2[N:20]([CH2:21][O:22][CH2:23][CH2:24][Si:25]([CH3:28])([CH3:27])[CH3:26])[C:19]([C:29]3[CH:34]=[C:33]([Cl:35])[CH:32]=[CH:31][C:30]=3[CH3:36])=[C:18]([C:37]([O:39][CH2:40][CH3:41])=[O:38])[CH:17]=2)[C:13]([I:1])=[CH:12][N:11]=1. (2) The reactants are [OH:1][C:2]1[C:3](=[O:29])[C:4]([C:18]2[N:22]([C:23]3[CH:28]=[CH:27][CH:26]=[CH:25][CH:24]=3)[N:21]=[CH:20][CH:19]=2)=[N:5][N:6]([C:8]2[CH:13]=[CH:12][CH:11]=[C:10]([C:14]([F:17])([F:16])[F:15])[CH:9]=2)[CH:7]=1.[CH3:30][O:31][CH2:32][CH2:33]Br.C([O-])([O-])=O.[K+].[K+].O. The catalyst is CN(C=O)C. The product is [CH3:30][O:31][CH2:32][CH2:33][O:1][C:2]1[C:3](=[O:29])[C:4]([C:18]2[N:22]([C:23]3[CH:24]=[CH:25][CH:26]=[CH:27][CH:28]=3)[N:21]=[CH:20][CH:19]=2)=[N:5][N:6]([C:8]2[CH:13]=[CH:12][CH:11]=[C:10]([C:14]([F:16])([F:15])[F:17])[CH:9]=2)[CH:7]=1. The yield is 0.790. (3) The reactants are O[CH2:2][C:3]1[S:7][C:6]([NH:8][C:9](=[O:11])[CH3:10])=[N:5][CH:4]=1.S(Cl)([Cl:14])=O. The catalyst is C(Cl)Cl. The product is [Cl:14][CH2:2][C:3]1[S:7][C:6]([NH:8][C:9](=[O:11])[CH3:10])=[N:5][CH:4]=1. The yield is 0.920. (4) The yield is 0.590. The reactants are [C:1]([CH:3]1[CH2:6][N:5]([C:7](=[O:43])[C@H:8]([NH:12][C:13]([C:15]2[C:23]3[C:18](=[N:19][CH:20]=[C:21]([C:24]4[C:32]5[C:27](=[CH:28][C:29]([Cl:33])=[CH:30][CH:31]=5)[N:26]([CH3:34])[N:25]=4)[N:22]=3)[N:17](COCC[Si](C)(C)C)[CH:16]=2)=[O:14])[CH2:9][O:10][CH3:11])[CH2:4]1)#[N:2].C(O)(C(F)(F)F)=O.C(N)CN. The catalyst is ClCCl. The product is [C:1]([CH:3]1[CH2:6][N:5]([C:7](=[O:43])[C@H:8]([NH:12][C:13]([C:15]2[C:23]3[C:18](=[N:19][CH:20]=[C:21]([C:24]4[C:32]5[C:27](=[CH:28][C:29]([Cl:33])=[CH:30][CH:31]=5)[N:26]([CH3:34])[N:25]=4)[N:22]=3)[NH:17][CH:16]=2)=[O:14])[CH2:9][O:10][CH3:11])[CH2:4]1)#[N:2].